This data is from Full USPTO retrosynthesis dataset with 1.9M reactions from patents (1976-2016). The task is: Predict the reactants needed to synthesize the given product. (1) The reactants are: C(N(CC)CC)C.[CH3:8][N:9]([CH3:15])[C@H:10]1[CH2:14][CH2:13][NH:12][CH2:11]1.CS(C)=O.[CH2:20]([O:27][CH2:28][C:29]([C:32]1[O:33][C:34]2[C:35](=[C:37]([C:49]#[N:50])[C:38]([CH3:48])=[C:39]([C:42]3[CH:47]=[CH:46][CH:45]=[CH:44][CH:43]=3)[C:40]=2F)[N:36]=1)([CH3:31])[CH3:30])[C:21]1[CH:26]=[CH:25][CH:24]=[CH:23][CH:22]=1. Given the product [CH2:20]([O:27][CH2:28][C:29]([C:32]1[O:33][C:34]2[C:35](=[C:37]([C:49]#[N:50])[C:38]([CH3:48])=[C:39]([C:42]3[CH:47]=[CH:46][CH:45]=[CH:44][CH:43]=3)[C:40]=2[N:12]2[CH2:13][CH2:14][C@H:10]([N:9]([CH3:15])[CH3:8])[CH2:11]2)[N:36]=1)([CH3:31])[CH3:30])[C:21]1[CH:26]=[CH:25][CH:24]=[CH:23][CH:22]=1, predict the reactants needed to synthesize it. (2) Given the product [CH3:22][C:2]([CH3:1])([O:4][C:5]([NH:7][C@H:8]([CH2:13][C:14]1[CH:19]=[C:18]([F:20])[CH:17]=[CH:16][C:15]=1[F:21])[CH2:9][C:10]([N:32]1[CH2:31][CH2:30][N:29]2[C:25]([C:24]([F:35])([F:23])[F:34])=[N:26][N:27]=[C:28]2[CH2:33]1)=[O:12])=[O:6])[CH3:3], predict the reactants needed to synthesize it. The reactants are: [CH3:1][C:2]([CH3:22])([O:4][C:5]([NH:7][C@H:8]([CH2:13][C:14]1[CH:19]=[C:18]([F:20])[CH:17]=[CH:16][C:15]=1[F:21])[CH2:9][C:10]([OH:12])=O)=[O:6])[CH3:3].[F:23][C:24]([F:35])([F:34])[C:25]1[N:29]2[CH2:30][CH2:31][NH:32][CH2:33][C:28]2=[N:27][N:26]=1. (3) Given the product [CH:23]1([N:22]2[C:21]3[CH:29]=[CH:30][C:31]([C:33]([OH:35])=[O:34])=[CH:32][C:20]=3[N:19]=[C:18]2[C:13]2[CH:14]=[C:15]3[C:10](=[CH:11][CH:12]=2)[N:9]=[C:8]([C:6]2[CH:5]=[CH:4][C:3]4[O:37][CH2:38][CH2:39][C:2]=4[CH:7]=2)[CH:17]=[CH:16]3)[CH2:24][CH2:25][CH2:26][CH2:27][CH2:28]1, predict the reactants needed to synthesize it. The reactants are: Br[C:2]1[CH:3]=[CH:4][C:5](O)=[C:6]([C:8]2[CH:17]=[CH:16][C:15]3[C:10](=[CH:11][CH:12]=[C:13]([C:18]4[N:22]([CH:23]5[CH2:28][CH2:27][CH2:26][CH2:25][CH2:24]5)[C:21]5[CH:29]=[CH:30][C:31]([C:33]([OH:35])=[O:34])=[CH:32][C:20]=5[N:19]=4)[CH:14]=3)[N:9]=2)[CH:7]=1.[O:37]1C2C=CC(C(=O)C)=CC=2[CH2:39][CH2:38]1.[OH-].[K+]. (4) Given the product [F:1][C:2]1[CH:3]=[CH:4][C:5]([CH2:8][O:9][C:10]2[CH:15]=[CH:14][N:13]([CH2:16][CH2:17][C:18]3[CH:34]=[CH:33][C:21]4[CH2:22][CH2:23][NH:24][CH2:25][CH2:26][C:20]=4[CH:19]=3)[C:12](=[O:35])[CH:11]=2)=[N:6][CH:7]=1, predict the reactants needed to synthesize it. The reactants are: [F:1][C:2]1[CH:3]=[CH:4][C:5]([CH2:8][O:9][C:10]2[CH:15]=[CH:14][N:13]([CH2:16][CH2:17][C:18]3[CH:34]=[CH:33][C:21]4[CH2:22][CH2:23][N:24](C(=O)C(F)(F)F)[CH2:25][CH2:26][C:20]=4[CH:19]=3)[C:12](=[O:35])[CH:11]=2)=[N:6][CH:7]=1.[OH-].[Na+]. (5) Given the product [C:15]([O:19][C:20](=[O:21])[NH:22][CH2:23][CH2:24][O:8][C:5]1[CH:6]=[CH:7][C:2]([F:1])=[CH:3][CH:4]=1)([CH3:18])([CH3:17])[CH3:16], predict the reactants needed to synthesize it. The reactants are: [F:1][C:2]1[CH:7]=[CH:6][C:5]([OH:8])=[CH:4][CH:3]=1.C(=O)([O-])[O-].[Cs+].[Cs+].[C:15]([O:19][C:20]([NH:22][CH2:23][CH2:24]OS(C)(=O)=O)=[O:21])([CH3:18])([CH3:17])[CH3:16].O. (6) The reactants are: [CH3:1][O:2][CH:3]([O:21][CH3:22])[CH2:4][N:5]1[C:10]([C:11]([O:13][CH3:14])=[O:12])=[C:9]([O:15][CH3:16])[C:8](=[O:17])[C:7]([C:18]([OH:20])=O)=[CH:6]1.C(N(CC)C(C)C)(C)C.Cl.[F:33][C:34]1[CH:39]=[C:38]([F:40])[CH:37]=[CH:36][C:35]=1[C@H:41]([NH2:43])[CH3:42].CN(C(ON1N=NC2C=CC=NC1=2)=[N+](C)C)C.F[P-](F)(F)(F)(F)F. Given the product [F:33][C:34]1[CH:39]=[C:38]([F:40])[CH:37]=[CH:36][C:35]=1[C@H:41]([NH:43][C:18]([C:7]1[C:8](=[O:17])[C:9]([O:15][CH3:16])=[C:10]([C:11]([O:13][CH3:14])=[O:12])[N:5]([CH2:4][CH:3]([O:2][CH3:1])[O:21][CH3:22])[CH:6]=1)=[O:20])[CH3:42], predict the reactants needed to synthesize it. (7) Given the product [CH2:27]([C:29]1[CH:30]=[C:31]([C:37]([C:38]2[CH:43]=[CH:42][C:41]([O:44][CH3:45])=[C:40]([O:46][CH3:47])[CH:39]=2)=[CH:57][C:58]#[N:59])[CH:32]=[CH:33][C:34]=1[CH2:35][CH3:36])[CH3:28], predict the reactants needed to synthesize it. The reactants are: COC1C=C(C(C2C=CC(OC)=C(OC)C=2)=CC(OC)=O)C=CC=1OC.[CH2:27]([C:29]1[CH:30]=[C:31]([C:37](=O)[C:38]2[CH:43]=[CH:42][C:41]([O:44][CH3:45])=[C:40]([O:46][CH3:47])[CH:39]=2)[CH:32]=[CH:33][C:34]=1[CH2:35][CH3:36])[CH3:28].C(OP([CH2:57][C:58]#[N:59])(=O)OCC)C.C[Si](C)(C)[N-][Si](C)(C)C.[Li+]. (8) Given the product [Cl:6][C:7]1[CH:8]=[C:9]([NH:21][C:22]2[C:31]3[C:26](=[CH:27][CH:28]=[CH:29][C:30]=3[O:32][CH2:33][CH2:34][N:35]([CH2:36][CH2:37][CH3:38])[C:1](=[O:5])[CH2:2][OH:3])[N:25]=[CH:24][N:23]=2)[CH:10]=[CH:11][C:12]=1[O:13][CH2:14][C:15]1[CH:20]=[CH:19][CH:18]=[CH:17][N:16]=1, predict the reactants needed to synthesize it. The reactants are: [C:1]([OH:5])(=O)[CH2:2][OH:3].[Cl:6][C:7]1[CH:8]=[C:9]([NH:21][C:22]2[C:31]3[C:26](=[CH:27][CH:28]=[CH:29][C:30]=3[O:32][CH2:33][CH2:34][NH:35][CH2:36][CH2:37][CH3:38])[N:25]=[CH:24][N:23]=2)[CH:10]=[CH:11][C:12]=1[O:13][CH2:14][C:15]1[CH:20]=[CH:19][CH:18]=[CH:17][N:16]=1. (9) Given the product [N+:8]([C:6]1[CH:5]=[CH:4][C:3]([C:11]([F:14])([F:13])[F:12])=[C:2]([CH:7]=1)[NH2:15])([O-:10])=[O:9], predict the reactants needed to synthesize it. The reactants are: F[C:2]1[CH:7]=[C:6]([N+:8]([O-:10])=[O:9])[CH:5]=[CH:4][C:3]=1[C:11]([F:14])([F:13])[F:12].[NH3:15]. (10) The reactants are: [CH3:1][O:2][C:3]1[C:11]2[S:10][CH:9]=[CH:8][C:7]=2[CH:6]=[CH:5][CH:4]=1.CC1(C)CCCC(C)(C)N1[Li].Cl([F:27])(=O)(=O)=O. Given the product [F:27][C:9]1[S:10][C:11]2[C:3]([O:2][CH3:1])=[CH:4][CH:5]=[CH:6][C:7]=2[CH:8]=1, predict the reactants needed to synthesize it.